The task is: Predict the product of the given reaction.. This data is from Forward reaction prediction with 1.9M reactions from USPTO patents (1976-2016). (1) Given the reactants Br[CH2:2][C@@:3]([OH:20])([CH3:19])[C:4]([NH:6][C:7]1[CH:12]=[CH:11][C:10]([C:13]#[N:14])=[C:9]([C:15]([F:18])([F:17])[F:16])[CH:8]=1)=[O:5].Br[NH-].C([O-])([O-])=O.[K+].[K+].[Cl:29][C:30]1[CH:35]=[CH:34][C:33]([OH:36])=[CH:32][C:31]=1[F:37].O, predict the reaction product. The product is: [Cl:29][C:30]1[CH:35]=[CH:34][C:33]([O:36][CH2:2][C@@:3]([OH:20])([CH3:19])[C:4]([NH:6][C:7]2[CH:12]=[CH:11][C:10]([C:13]#[N:14])=[C:9]([C:15]([F:18])([F:17])[F:16])[CH:8]=2)=[O:5])=[CH:32][C:31]=1[F:37]. (2) Given the reactants [Cl:1][C:2]1[CH:7]=[CH:6][C:5]([Cl:8])=[CH:4][C:3]=1[S:9](Cl)(=[O:11])=[O:10].[NH2:13][C@H:14]([C:35]1[CH:40]=[CH:39][CH:38]=[CH:37][CH:36]=1)[CH2:15][CH2:16][N:17]1[CH2:22][CH2:21][CH:20]([C:23]2[CH:24]=[C:25]([NH:29][C:30](=[O:34])[CH:31]([CH3:33])[CH3:32])[CH:26]=[CH:27][CH:28]=2)[CH2:19][CH2:18]1, predict the reaction product. The product is: [Cl:1][C:2]1[CH:7]=[CH:6][C:5]([Cl:8])=[CH:4][C:3]=1[S:9]([NH:13][C@H:14]([C:35]1[CH:36]=[CH:37][CH:38]=[CH:39][CH:40]=1)[CH2:15][CH2:16][N:17]1[CH2:22][CH2:21][CH:20]([C:23]2[CH:24]=[C:25]([NH:29][C:30](=[O:34])[CH:31]([CH3:33])[CH3:32])[CH:26]=[CH:27][CH:28]=2)[CH2:19][CH2:18]1)(=[O:11])=[O:10]. (3) Given the reactants [Cl:1][C:2]1[N:7]=[CH:6][N:5]=[C:4]([C:8]([C:10]2[CH:20]=[C:19]([CH3:21])[C:13]3[N:14]([CH3:18])[C:15](=[O:17])[O:16][C:12]=3[CH:11]=2)=[O:9])[CH:3]=1.BrN1C(=O)CCC1=O.[N:30]([C:37]([CH3:41])(C)C#N)=[N:31][C:32](C)(C)C#N.N1C=CC=N1.CCN(C(C)C)C(C)C, predict the reaction product. The product is: [Cl:1][C:2]1[N:7]=[CH:6][N:5]=[C:4]([C:8]([C:10]2[CH:20]=[C:19]([CH2:21][N:31]3[CH:32]=[CH:41][CH:37]=[N:30]3)[C:13]3[N:14]([CH3:18])[C:15](=[O:17])[O:16][C:12]=3[CH:11]=2)=[O:9])[CH:3]=1. (4) Given the reactants [C:1]([O:4][CH:5]=[CH:6][CH2:7][N:8]([C:16]1[C:17](I)=[C:18]2[C:23](=[C:24]([O:26][CH2:27][C:28]3[CH:33]=[CH:32][CH:31]=[CH:30][CH:29]=3)[CH:25]=1)[N:22]=[CH:21][CH:20]=[CH:19]2)[C:9]([O:11][C:12]([CH3:15])([CH3:14])[CH3:13])=[O:10])(=[O:3])[CH3:2].CC(N=NC(C#N)(C)C)(C#N)C.CCCC[SnH](CCCC)CCCC, predict the reaction product. The product is: [C:1]([O:4][CH2:5][CH:6]1[C:17]2=[C:18]3[C:23](=[C:24]([O:26][CH2:27][C:28]4[CH:33]=[CH:32][CH:31]=[CH:30][CH:29]=4)[CH:25]=[C:16]2[N:8]([C:9]([O:11][C:12]([CH3:15])([CH3:14])[CH3:13])=[O:10])[CH2:7]1)[N:22]=[CH:21][CH:20]=[CH:19]3)(=[O:3])[CH3:2]. (5) Given the reactants [C:1]1(=O)NC(=O)C2=CC=CC=C12.C(OC([N:19]1[CH2:25]/[C:24](=[C:26](/[F:39])\[CH2:27][N:28]2[C:36](=[O:37])[C:35]3[C:30](=[CH:31][CH:32]=[CH:33][CH:34]=3)[C:29]2=[O:38])/[CH2:23][O:22][CH2:21][CH2:20]1)=O)(C)(C)C, predict the reaction product. The product is: [F:39]/[C:26](=[C:24]1/[CH2:25][NH:19][CH2:20][C@@H:21]([CH3:1])[O:22][CH2:23]/1)/[CH2:27][N:28]1[C:36](=[O:37])[C:35]2[C:30](=[CH:31][CH:32]=[CH:33][CH:34]=2)[C:29]1=[O:38].